From a dataset of Catalyst prediction with 721,799 reactions and 888 catalyst types from USPTO. Predict which catalyst facilitates the given reaction. (1) Reactant: [CH2:1]([N:7]1[CH2:12][CH2:11][C:10]([CH3:33])([C:13]2[CH:18]=[CH:17][CH:16]=[C:15]([N:19]=C(C3C=CC=CC=3)C3C=CC=CC=3)[CH:14]=2)[CH2:9][CH2:8]1)[CH2:2][CH2:3][CH2:4][CH2:5][CH3:6].Cl. Product: [NH2:19][C:15]1[CH:14]=[C:13]([C:10]2([CH3:33])[CH2:11][CH2:12][N:7]([CH2:1][CH2:2][CH2:3][CH2:4][CH2:5][CH3:6])[CH2:8][CH2:9]2)[CH:18]=[CH:17][CH:16]=1. The catalyst class is: 7. (2) Reactant: [CH2:1]([O:5][CH2:6][C:7]1[NH:8][C:9](=O)[C:10]2[CH:16]=[CH:15][C:14]([C:17]3[C:22]([C:23]([F:26])([F:25])[F:24])=[CH:21][CH:20]=[CH:19][N:18]=3)=[N:13][C:11]=2[N:12]=1)[CH:2]([CH3:4])[CH3:3].N1C(C)=CC=CC=1C.O=P(Cl)(Cl)[Cl:38]. Product: [Cl:38][C:9]1[C:10]2[CH:16]=[CH:15][C:14]([C:17]3[C:22]([C:23]([F:26])([F:25])[F:24])=[CH:21][CH:20]=[CH:19][N:18]=3)=[N:13][C:11]=2[N:12]=[C:7]([CH2:6][O:5][CH2:1][CH:2]([CH3:4])[CH3:3])[N:8]=1. The catalyst class is: 22. (3) The catalyst class is: 12. Reactant: Br[C:2]1[C:3]([S:8][C:9]([CH3:16])([CH3:15])[C:10]([O:12][CH2:13][CH3:14])=[O:11])=[N:4][CH:5]=[CH:6][CH:7]=1.CC1(C)C(C)(C)OB([C:25]2[C:34]3[C:29](=[CH:30][CH:31]=[CH:32][CH:33]=3)[C:28]([C:35]#[N:36])=[CH:27][CH:26]=2)O1.C(=O)([O-])[O-].[Na+].[Na+]. Product: [C:35]([C:28]1[C:29]2[C:34](=[CH:33][CH:32]=[CH:31][CH:30]=2)[C:25]([C:2]2[C:3]([S:8][C:9]([CH3:16])([CH3:15])[C:10]([O:12][CH2:13][CH3:14])=[O:11])=[N:4][CH:5]=[CH:6][CH:7]=2)=[CH:26][CH:27]=1)#[N:36]. (4) Reactant: C(N(CC)CC)C.[CH:8]([C:10]1[C:18]2[C:13](=[CH:14][CH:15]=[CH:16][CH:17]=2)[N:12](C(OC(C)(C)C)=O)[CH:11]=1)=[O:9].[CH3:26][O:27][C:28]1[N:33]=[C:32]([N:34]=[CH:35][C:36]2[CH:37]=[N:38][C:39]([O:42][CH3:43])=[CH:40][CH:41]=2)[CH:31]=[N:30][CH:29]=1. Product: [NH:12]1[C:13]2[C:18](=[CH:17][CH:16]=[CH:15][CH:14]=2)[C:10]([C:8](=[O:9])[CH:35]([NH:34][C:32]2[CH:31]=[N:30][CH:29]=[C:28]([O:27][CH3:26])[N:33]=2)[C:36]2[CH:37]=[N:38][C:39]([O:42][CH3:43])=[CH:40][CH:41]=2)=[CH:11]1. The catalyst class is: 433. (5) Reactant: [Br:1][C:2]1[CH:3]=[CH:4][C:5]([I:9])=[C:6]([CH3:8])[CH:7]=1.O[CH2:11][N:12]1[C:16](=[O:17])[C:15]2=[CH:18][CH:19]=[CH:20][CH:21]=[C:14]2[C:13]1=[O:22].S(=O)(=O)(O)O.O. The catalyst class is: 55. Product: [Br:1][C:2]1[CH:7]=[C:6]([CH3:8])[C:5]([I:9])=[CH:4][C:3]=1[CH2:11][N:12]1[C:16](=[O:17])[C:15]2[C:14](=[CH:21][CH:20]=[CH:19][CH:18]=2)[C:13]1=[O:22]. (6) Reactant: C([O:3][C:4](=O)[CH2:5][C:6](=[O:13])[CH2:7][C:8](OCC)=O)C.[CH:15]([O:22]CC)([O:19][CH2:20][CH3:21])OCC.C(OC(=O)C)(=O)C.[NH3:32]. Product: [OH:13][C:6]1[C:7]([C:15]([O:19][CH2:20][CH3:21])=[O:22])=[CH:8][N:32]=[C:4]([OH:3])[CH:5]=1. The catalyst class is: 2. (7) The catalyst class is: 7. Product: [CH3:4][C:1]([CH3:3])([CH2:2][CH3:19])[C:5]([CH2:11][CH2:12][CH3:13])([OH:14])[C:6]#[C:7][CH:8]([OH:10])[CH3:9]. Reactant: [C:1]([C:5]([OH:14])([CH2:11][CH2:12][CH3:13])[C:6]#[C:7][CH:8]([OH:10])[CH3:9])([CH3:4])([CH3:3])[CH3:2].[Cl-].[Cl-].[Cl-].[Ce+3].[CH3:19]C(C)(C(=O)CCC)CC.CC(O)C#C.C([Mg]Cl)C. (8) Reactant: [Cl:1][C:2]1[CH:26]=[CH:25][C:5]([C:6]([C:8]2[CH:13]=[CH:12][CH:11]=[CH:10][C:9]=2[C:14]2[C:15]3[CH:24]=[CH:23][NH:22][C:16]=3[C:17](=[O:21])[N:18]([CH3:20])[CH:19]=2)=[O:7])=[CH:4][CH:3]=1.FC(F)(F)CS(NC1C=CC(OC2CCCOC2)=C(C2C3C=CNC=3C(=O)N(C)C=2)C=1)(=O)=O. Product: [Cl:1][C:2]1[CH:26]=[CH:25][C:5]([CH:6]([OH:7])[C:8]2[CH:13]=[CH:12][CH:11]=[CH:10][C:9]=2[C:14]2[C:15]3[CH:24]=[CH:23][NH:22][C:16]=3[C:17](=[O:21])[N:18]([CH3:20])[CH:19]=2)=[CH:4][CH:3]=1. The catalyst class is: 7. (9) Reactant: [NH2:1][C@H:2]1[CH2:7][C@@H:6]([C:8]([N:10]2[CH2:15][CH2:14][O:13][CH2:12][CH2:11]2)=[O:9])[CH2:5][N:4]([C:16]([O:18][C:19]([CH3:22])([CH3:21])[CH3:20])=[O:17])[CH2:3]1.C(N(CC)CC)C.[N+:30]([C:33]1[CH:38]=[CH:37][CH:36]=[CH:35][C:34]=1[S:39](Cl)(=[O:41])=[O:40])([O-:32])=[O:31].O. Product: [N:10]1([C:8]([C@@H:6]2[CH2:7][C@H:2]([NH:1][S:39]([C:34]3[CH:35]=[CH:36][CH:37]=[CH:38][C:33]=3[N+:30]([O-:32])=[O:31])(=[O:40])=[O:41])[CH2:3][N:4]([C:16]([O:18][C:19]([CH3:22])([CH3:21])[CH3:20])=[O:17])[CH2:5]2)=[O:9])[CH2:15][CH2:14][O:13][CH2:12][CH2:11]1. The catalyst class is: 1. (10) Reactant: B(F)(F)F.[CH3:5]COCC.[CH3:10][O:11][C:12]1[CH:13]=[C:14]([CH:18]=[CH:19][C:20]=1[N+:21]([O-:23])=[O:22])[C:15]([OH:17])=[O:16]. Product: [CH3:5][O:16][C:15](=[O:17])[C:14]1[CH:18]=[CH:19][C:20]([N+:21]([O-:23])=[O:22])=[C:12]([O:11][CH3:10])[CH:13]=1. The catalyst class is: 5.